Dataset: Full USPTO retrosynthesis dataset with 1.9M reactions from patents (1976-2016). Task: Predict the reactants needed to synthesize the given product. The reactants are: [N:1]1[C:5]2[CH:6]=[CH:7][CH:8]=[CH:9][C:4]=2[NH:3][CH:2]=1.F[C:11]1[C:16]([C:17]([CH3:19])=[CH2:18])=[CH:15][CH:14]=[CH:13][N:12]=1.CN(C=O)C. Given the product [CH2:18]=[C:17]([C:16]1[C:11]([N:1]2[C:5]3[CH:6]=[CH:7][CH:8]=[CH:9][C:4]=3[N:3]=[CH:2]2)=[N:12][CH:13]=[CH:14][CH:15]=1)[CH3:19], predict the reactants needed to synthesize it.